Predict the reactants needed to synthesize the given product. From a dataset of Full USPTO retrosynthesis dataset with 1.9M reactions from patents (1976-2016). (1) Given the product [C:1]([O:5][C:6]([N:8]1[C:16]2[C:11](=[CH:12][C:13]([N:17]3[CH2:22][CH2:21][N:20]([CH3:23])[CH2:19][CH2:18]3)=[CH:14][CH:15]=2)[CH:10]=[C:9]1[C:24]1[C:25](=[O:39])[N:26]([CH2:31][O:32][CH2:33][CH2:34][Si:35]([CH3:36])([CH3:38])[CH3:37])[CH:27]=[C:28]([NH:30][C:51]([C:49]2[CH:48]=[N:47][N:46]([CH2:45][C:44]3[CH:54]=[CH:55][C:41]([CH3:40])=[CH:42][CH:43]=3)[CH:50]=2)=[O:52])[CH:29]=1)=[O:7])([CH3:2])([CH3:4])[CH3:3], predict the reactants needed to synthesize it. The reactants are: [C:1]([O:5][C:6]([N:8]1[C:16]2[C:11](=[CH:12][C:13]([N:17]3[CH2:22][CH2:21][N:20]([CH3:23])[CH2:19][CH2:18]3)=[CH:14][CH:15]=2)[CH:10]=[C:9]1[C:24]1[C:25](=[O:39])[N:26]([CH2:31][O:32][CH2:33][CH2:34][Si:35]([CH3:38])([CH3:37])[CH3:36])[CH:27]=[C:28]([NH2:30])[CH:29]=1)=[O:7])([CH3:4])([CH3:3])[CH3:2].[CH3:40][C:41]1[CH:55]=[CH:54][C:44]([CH2:45][N:46]2[CH:50]=[C:49]([C:51](Cl)=[O:52])[CH:48]=[N:47]2)=[CH:43][CH:42]=1. (2) The reactants are: [CH2:1]([O:3][C:4]([C@H:6]1[CH2:10][CH2:9][CH2:8][N:7]1[C:11]([S:13][C:14]1[CH:19]=[CH:18][CH:17]=[C:16]([O:20][Si](C(C)(C)C)(C)C)[CH:15]=1)=[O:12])=[O:5])[CH3:2]. Given the product [CH2:1]([O:3][C:4]([C@H:6]1[CH2:10][CH2:9][CH2:8][N:7]1[C:11]([S:13][C:14]1[CH:19]=[CH:18][CH:17]=[C:16]([OH:20])[CH:15]=1)=[O:12])=[O:5])[CH3:2], predict the reactants needed to synthesize it. (3) Given the product [Cl:12][C:13]1[N:18]=[C:17]([C:4]2[CH:5]=[CH:6][C:7]([CH3:8])=[C:2]([Cl:1])[CH:3]=2)[N:16]=[C:15]([O:20][CH3:21])[N:14]=1, predict the reactants needed to synthesize it. The reactants are: [Cl:1][C:2]1[CH:3]=[C:4](B(O)O)[CH:5]=[CH:6][C:7]=1[CH3:8].[Cl:12][C:13]1[N:18]=[C:17](Cl)[N:16]=[C:15]([O:20][CH3:21])[N:14]=1.C(=O)([O-])[O-].[Na+].[Na+].O. (4) Given the product [CH:1]1([CH:4]([NH:15][CH:13]([C:7]2[CH:12]=[CH:11][CH:10]=[CH:9][CH:8]=2)[CH3:14])[C:16]#[N:17])[CH2:3][CH2:2]1, predict the reactants needed to synthesize it. The reactants are: [CH:1]1([CH:4]=O)[CH2:3][CH2:2]1.Cl.[C:7]1([CH:13]([NH2:15])[CH3:14])[CH:12]=[CH:11][CH:10]=[CH:9][CH:8]=1.[C-:16]#[N:17].[K+].C([O-])(O)=O.[Na+]. (5) Given the product [Cl:1][C:2]1[CH:7]=[CH:6][CH:5]=[CH:4][C:3]=1[C:8]1[O:12][N:11]=[CH:10][C:9]=1[C:13]([N:39]1[CH2:44][CH2:43][CH2:42][C@H:41]([C:45]([OH:48])([CH3:47])[CH3:46])[CH2:40]1)=[O:15], predict the reactants needed to synthesize it. The reactants are: [Cl:1][C:2]1[CH:7]=[CH:6][CH:5]=[CH:4][C:3]=1[C:8]1[O:12][N:11]=[CH:10][C:9]=1[C:13]([OH:15])=O.CN(C(ON1N=NC2C=CC=CC1=2)=[N+](C)C)C.[B-](F)(F)(F)F.Cl.[NH:39]1[CH2:44][CH2:43][CH2:42][C@H:41]([C:45]([OH:48])([CH3:47])[CH3:46])[CH2:40]1.CCN(CC)CC. (6) Given the product [CH:17]1([NH:20][C:21](=[O:38])[C:22]2[CH:27]=[CH:26][C:25]([CH3:28])=[C:24]([C:2]3[CH:16]=[CH:15][C:5]4[C:6]([CH:9]5[CH2:14][CH2:13][NH:12][CH2:11][CH2:10]5)=[N:7][O:8][C:4]=4[CH:3]=3)[CH:23]=2)[CH2:18][CH2:19]1, predict the reactants needed to synthesize it. The reactants are: Br[C:2]1[CH:16]=[CH:15][C:5]2[C:6]([CH:9]3[CH2:14][CH2:13][NH:12][CH2:11][CH2:10]3)=[N:7][O:8][C:4]=2[CH:3]=1.[CH:17]1([NH:20][C:21](=[O:38])[C:22]2[CH:27]=[CH:26][C:25]([CH3:28])=[C:24](B3OC(C)(C)C(C)(C)O3)[CH:23]=2)[CH2:19][CH2:18]1. (7) Given the product [Cl:1][C:2]1[N:10]=[C:9]2[C:5]([N:6]([CH2:11][C:12]3[CH:17]=[CH:16][C:15]([C:18]([F:21])([F:20])[F:19])=[C:14]([F:22])[CH:13]=3)[CH:7]=[N:8]2)=[C:4]([NH:31][C@@H:29]([CH:25]2[CH2:28][CH2:27][CH2:26]2)[CH3:30])[N:3]=1, predict the reactants needed to synthesize it. The reactants are: [Cl:1][C:2]1[N:10]=[C:9]2[C:5]([N:6]([CH2:11][C:12]3[CH:17]=[CH:16][C:15]([C:18]([F:21])([F:20])[F:19])=[C:14]([F:22])[CH:13]=3)[CH:7]=[N:8]2)=[C:4](Cl)[N:3]=1.Cl.[CH:25]1([C@H:29]([NH2:31])[CH3:30])[CH2:28][CH2:27][CH2:26]1.C(N(CC)CC)C.